From a dataset of Catalyst prediction with 721,799 reactions and 888 catalyst types from USPTO. Predict which catalyst facilitates the given reaction. Reactant: [Cl:1][C:2]1[CH:7]=[CH:6][C:5]([C:8]([F:11])([F:10])[F:9])=[CH:4][C:3]=1[OH:12].C(=O)([O-])[O-].[K+].[K+].[CH2:19](Br)[CH:20]=[CH2:21]. Product: [CH2:21]([O:12][C:3]1[CH:4]=[C:5]([C:8]([F:10])([F:11])[F:9])[CH:6]=[CH:7][C:2]=1[Cl:1])[CH:20]=[CH2:19]. The catalyst class is: 35.